From a dataset of Catalyst prediction with 721,799 reactions and 888 catalyst types from USPTO. Predict which catalyst facilitates the given reaction. The catalyst class is: 500. Product: [F:1][C:2]1[CH:7]=[CH:6][CH:5]=[C:4]([F:8])[C:3]=1[C:9]1[O:10][C:11]([O:19][CH2:20][CH3:21])=[C:12]([C:14]([OH:16])=[O:15])[N:13]=1. Reactant: [F:1][C:2]1[CH:7]=[CH:6][CH:5]=[C:4]([F:8])[C:3]=1[C:9]1[O:10][C:11]([O:19][CH2:20][CH3:21])=[C:12]([C:14]([O:16]CC)=[O:15])[N:13]=1.Cl.